From a dataset of Forward reaction prediction with 1.9M reactions from USPTO patents (1976-2016). Predict the product of the given reaction. The product is: [O:1]1[CH:5]([CH2:6][N:38]2[C:34](=[O:44])[C:35]3[C:36](=[CH:40][CH:41]=[CH:42][CH:43]=3)[C:37]2=[O:39])[CH2:4][C:3]2[CH:8]=[CH:9][C:10]3[CH2:11][CH2:12][CH2:13][C:14]=3[C:2]1=2. Given the reactants [O:1]1[CH:5]([CH2:6]O)[CH2:4][C:3]2[CH:8]=[CH:9][C:10]3[CH2:11][CH2:12][CH2:13][C:14]=3[C:2]1=2.C1(P(C2C=CC=CC=2)C2C=CC=CC=2)C=CC=CC=1.[C:34]1(=[O:44])[NH:38][C:37](=[O:39])[C:36]2=[CH:40][CH:41]=[CH:42][CH:43]=[C:35]12.CCOC(/N=N/C(OCC)=O)=O, predict the reaction product.